This data is from Full USPTO retrosynthesis dataset with 1.9M reactions from patents (1976-2016). The task is: Predict the reactants needed to synthesize the given product. (1) Given the product [CH3:20][O:19][C:5]1[CH:4]=[CH:3][C:2]([C:22]#[N:23])=[CH:7][C:6]=1[CH:8]1[C:13](=[O:14])[NH:12][C:11]2[CH:15]=[CH:16][CH:17]=[CH:18][C:10]=2[O:9]1, predict the reactants needed to synthesize it. The reactants are: Br[C:2]1[CH:3]=[CH:4][C:5]([O:19][CH3:20])=[C:6]([CH:8]2[C:13](=[O:14])[NH:12][C:11]3[CH:15]=[CH:16][CH:17]=[CH:18][C:10]=3[O:9]2)[CH:7]=1.[Cu][C:22]#[N:23].C(Cl)Cl.[OH-].[NH4+]. (2) The reactants are: [CH:1]([N:14]1[CH2:17][CH:16]([CH:18](OC)[C:19]2[C:27]3[C:22](=[CH:23][CH:24]=[C:25]([C:28]#[N:29])[CH:26]=3)[NH:21][CH:20]=2)[CH2:15]1)([C:8]1[CH:13]=[CH:12][CH:11]=[CH:10][CH:9]=1)[C:2]1[CH:7]=[CH:6][CH:5]=[CH:4][CH:3]=1.C([SiH](CC)CC)C.FC(F)(F)C(O)=O.[OH-].[NH4+]. Given the product [CH:1]([N:14]1[CH2:15][CH:16]([CH2:18][C:19]2[C:27]3[C:22](=[CH:23][CH:24]=[C:25]([C:28]#[N:29])[CH:26]=3)[NH:21][CH:20]=2)[CH2:17]1)([C:2]1[CH:3]=[CH:4][CH:5]=[CH:6][CH:7]=1)[C:8]1[CH:13]=[CH:12][CH:11]=[CH:10][CH:9]=1, predict the reactants needed to synthesize it. (3) Given the product [C:31]([C:30]1[CH:33]=[CH:34][C:35]([CH3:36])=[C:28]([NH:27][C:22](=[O:23])[C:21]2[CH:25]=[CH:26][C:18]([NH:17][C:9]3[N:8]=[C:7]([C:1]4[CH:2]=[CH:3][CH:4]=[CH:5][CH:6]=4)[C:16]4[C:11](=[CH:12][CH:13]=[CH:14][CH:15]=4)[N:10]=3)=[CH:19][CH:20]=2)[CH:29]=1)#[N:32], predict the reactants needed to synthesize it. The reactants are: [C:1]1([C:7]2[C:16]3[C:11](=[CH:12][CH:13]=[CH:14][CH:15]=3)[N:10]=[C:9]([NH:17][C:18]3[CH:26]=[CH:25][C:21]([C:22](O)=[O:23])=[CH:20][CH:19]=3)[N:8]=2)[CH:6]=[CH:5][CH:4]=[CH:3][CH:2]=1.[NH2:27][C:28]1[CH:29]=[C:30]([CH:33]=[CH:34][C:35]=1[CH3:36])[C:31]#[N:32].CCN(C(C)C)C(C)C.CN(C(ON1N=NC2C=CC=NC1=2)=[N+](C)C)C.F[P-](F)(F)(F)(F)F. (4) Given the product [CH3:15][C:12]1([CH3:14])[C:11]2[C:6](=[CH:7][C:8]([C:16]3[N:20]([C:21]4[CH:22]=[CH:23][C:24]([S:27]([NH2:30])(=[O:29])=[O:28])=[CH:25][CH:26]=4)[C:19]([CH3:31])=[C:18]([C:32](=[O:35])[CH2:33][CH3:34])[CH:17]=3)=[CH:9][CH:10]=2)[CH2:5][NH:4][CH2:13]1, predict the reactants needed to synthesize it. The reactants are: C([N:4]1[CH2:13][C:12]([CH3:15])([CH3:14])[C:11]2[C:6](=[CH:7][C:8]([C:16]3[N:20]([C:21]4[CH:26]=[CH:25][C:24]([S:27]([NH2:30])(=[O:29])=[O:28])=[CH:23][CH:22]=4)[C:19]([CH3:31])=[C:18]([C:32](=[O:35])[CH2:33][CH3:34])[CH:17]=3)=[CH:9][CH:10]=2)[CH2:5]1)(=O)C. (5) Given the product [ClH:20].[NH2:7][C:8]1[C:9]([C:22]([NH:24][C:25]2[CH:26]=[N:27][CH:28]=[CH:29][C:30]=2[CH2:31][CH2:32][N:33]2[CH2:37][CH2:36][CH2:35][CH2:34]2)=[O:23])=[N:10][C:11]([C:14]2[CH:19]=[CH:18][C:17]([Cl:20])=[CH:16][C:15]=2[Cl:21])=[CH:12][N:13]=1, predict the reactants needed to synthesize it. The reactants are: Cl.C(OCC)C.[NH2:7][C:8]1[C:9]([C:22]([NH:24][C:25]2[CH:26]=[N:27][CH:28]=[CH:29][C:30]=2[CH2:31][CH2:32][N:33]2[CH2:37][CH2:36][CH2:35][CH2:34]2)=[O:23])=[N:10][C:11]([C:14]2[CH:19]=[CH:18][C:17]([Cl:20])=[CH:16][C:15]=2[Cl:21])=[CH:12][N:13]=1. (6) The reactants are: CO.[CH3:3][NH2:4].[BH4-].[Na+].[Br:7][C:8]1[N:12]([S:13]([C:16]2[CH:21]=[CH:20][CH:19]=[CH:18][CH:17]=2)(=[O:15])=[O:14])[CH:11]=[C:10]([CH:22]=O)[C:9]=1[CH:24]([CH3:26])[CH3:25]. Given the product [Br:7][C:8]1[N:12]([S:13]([C:16]2[CH:21]=[CH:20][CH:19]=[CH:18][CH:17]=2)(=[O:15])=[O:14])[CH:11]=[C:10]([CH2:22][NH:4][CH3:3])[C:9]=1[CH:24]([CH3:26])[CH3:25], predict the reactants needed to synthesize it. (7) Given the product [CH2:1]([C:8]1[N:9]=[N:10][C:11]2[C:16]([C:17]=1[C:18]1[CH:19]=[C:20]([NH:24][CH2:29][C:28]3[CH:31]=[CH:32][CH:33]=[C:34]([C:35]([F:36])([F:38])[F:37])[C:27]=3[Cl:26])[CH:21]=[CH:22][CH:23]=1)=[CH:15][CH:14]=[CH:13][C:12]=2[Cl:25])[C:2]1[CH:7]=[CH:6][CH:5]=[CH:4][CH:3]=1, predict the reactants needed to synthesize it. The reactants are: [CH2:1]([C:8]1[N:9]=[N:10][C:11]2[C:16]([C:17]=1[C:18]1[CH:19]=[C:20]([NH2:24])[CH:21]=[CH:22][CH:23]=1)=[CH:15][CH:14]=[CH:13][C:12]=2[Cl:25])[C:2]1[CH:7]=[CH:6][CH:5]=[CH:4][CH:3]=1.[Cl:26][C:27]1[C:34]([C:35]([F:38])([F:37])[F:36])=[CH:33][CH:32]=[CH:31][C:28]=1[CH:29]=O.